Dataset: Peptide-MHC class I binding affinity with 185,985 pairs from IEDB/IMGT. Task: Regression. Given a peptide amino acid sequence and an MHC pseudo amino acid sequence, predict their binding affinity value. This is MHC class I binding data. (1) The peptide sequence is RVRWRNYAL. The MHC is HLA-B45:06 with pseudo-sequence HLA-B45:06. The binding affinity (normalized) is 0.213. (2) The peptide sequence is GALSRRYPH. The MHC is HLA-B15:17 with pseudo-sequence HLA-B15:17. The binding affinity (normalized) is 0.0847. (3) The peptide sequence is LTPRTLNAF. The MHC is Mamu-A01 with pseudo-sequence Mamu-A01. The binding affinity (normalized) is 1.00.